From a dataset of Forward reaction prediction with 1.9M reactions from USPTO patents (1976-2016). Predict the product of the given reaction. (1) Given the reactants [F:1][C:2]1[CH:7]=[CH:6][C:5]([CH3:8])=[CH:4][C:3]=1[NH:9][C:10]([C@H:12]1[N:20]([C:21](=[O:40])[C@@H:22]([NH:26][C:27](=[O:39])[C@@H:28]([N:30](C)[C:31](=O)OC(C)(C)C)[CH3:29])[CH:23]([CH3:25])[CH3:24])[C:15]2=[N:16][CH:17]=[CH:18][CH:19]=[C:14]2[CH2:13]1)=[O:11].C(O)(C(F)(F)F)=O, predict the reaction product. The product is: [F:1][C:2]1[CH:7]=[CH:6][C:5]([CH3:8])=[CH:4][C:3]=1[NH:9][C:10]([C@H:12]1[N:20]([C:21](=[O:40])[C@@H:22]([NH:26][C:27](=[O:39])[C@@H:28]([NH:30][CH3:31])[CH3:29])[CH:23]([CH3:25])[CH3:24])[C:15]2=[N:16][CH:17]=[CH:18][CH:19]=[C:14]2[CH2:13]1)=[O:11]. (2) Given the reactants [NH:1]1[C:9]2[C:4](=[CH:5][CH:6]=[CH:7][CH:8]=2)[C:3]([C:10]([O:12][CH3:13])=[O:11])=[N:2]1.[CH:14]1(O)[CH2:19][CH2:18][CH2:17][CH2:16][CH2:15]1.C1(P(C2C=CC=CC=2)C2C=CC=CC=2)C=CC=CC=1.C1(C)C=CC=CC=1.N(C(OCC)=O)=NC(OCC)=O, predict the reaction product. The product is: [CH:14]1([N:1]2[C:9]3[C:4](=[CH:5][CH:6]=[CH:7][CH:8]=3)[C:3]([C:10]([O:12][CH3:13])=[O:11])=[N:2]2)[CH2:19][CH2:18][CH2:17][CH2:16][CH2:15]1. (3) Given the reactants Cl[C:2]1[N:7]=[C:6]([N:8]2[C@@H:12]([C@H:13]([O:15][CH3:16])[CH3:14])[CH2:11][O:10][C:9]2=[O:17])[CH:5]=[CH:4][N:3]=1.[F-:18].[K+].CS(C)=O, predict the reaction product. The product is: [F:18][C:2]1[N:7]=[C:6]([N:8]2[C@@H:12]([C@H:13]([O:15][CH3:16])[CH3:14])[CH2:11][O:10][C:9]2=[O:17])[CH:5]=[CH:4][N:3]=1. (4) Given the reactants C([O:3][C:4]([C:6]1[C:7]([CH:24]([CH3:26])[CH3:25])=[N:8][C:9]2[C:14]([C:15]=1[C:16]1[CH:21]=[CH:20][CH:19]=[CH:18][C:17]=1[F:22])=[CH:13][CH:12]=[C:11]([Cl:23])[CH:10]=2)=[O:5])C.[OH-].[Na+], predict the reaction product. The product is: [Cl:23][C:11]1[CH:10]=[C:9]2[C:14]([C:15]([C:16]3[CH:21]=[CH:20][CH:19]=[CH:18][C:17]=3[F:22])=[C:6]([C:4]([OH:5])=[O:3])[C:7]([CH:24]([CH3:25])[CH3:26])=[N:8]2)=[CH:13][CH:12]=1. (5) Given the reactants [Cl:1][C:2]1[CH:3]=[N+:4]([O-:27])[CH:5]=[C:6]([Cl:26])[C:7]=1[CH2:8][C@@H:9]([C:11]1[CH:16]=[CH:15][C:14]([O:17][CH:18]([F:20])[F:19])=[C:13]([O:21][CH2:22][CH:23]2[CH2:25][CH2:24]2)[CH:12]=1)[OH:10].[C:28]([O:31][C:32]1[CH:33]=[C:34]([CH:38]=[C:39]([N:41]([CH2:46][CH2:47][N:48]2[CH2:53][CH2:52][O:51][CH2:50][CH2:49]2)[S:42]([CH3:45])(=[O:44])=[O:43])[CH:40]=1)[C:35](O)=[O:36])(=[O:30])[CH3:29].C(Cl)CCl, predict the reaction product. The product is: [C:28]([O:31][C:32]1[CH:33]=[C:34]([CH:38]=[C:39]([N:41]([CH2:46][CH2:47][N:48]2[CH2:49][CH2:50][O:51][CH2:52][CH2:53]2)[S:42]([CH3:45])(=[O:43])=[O:44])[CH:40]=1)[C:35]([O:10][C@H:9]([C:11]1[CH:16]=[CH:15][C:14]([O:17][CH:18]([F:20])[F:19])=[C:13]([O:21][CH2:22][CH:23]2[CH2:25][CH2:24]2)[CH:12]=1)[CH2:8][C:7]1[C:6]([Cl:26])=[CH:5][N+:4]([O-:27])=[CH:3][C:2]=1[Cl:1])=[O:36])(=[O:30])[CH3:29].